The task is: Regression. Given a peptide amino acid sequence and an MHC pseudo amino acid sequence, predict their binding affinity value. This is MHC class II binding data.. This data is from Peptide-MHC class II binding affinity with 134,281 pairs from IEDB. (1) The peptide sequence is SAAVKDERAVHADMG. The binding affinity (normalized) is 0.342. The MHC is DRB3_0101 with pseudo-sequence DRB3_0101. (2) The peptide sequence is EADYSQIPISINYRT. The MHC is HLA-DQA10101-DQB10501 with pseudo-sequence HLA-DQA10101-DQB10501. The binding affinity (normalized) is 0.0687.